From a dataset of Full USPTO retrosynthesis dataset with 1.9M reactions from patents (1976-2016). Predict the reactants needed to synthesize the given product. (1) Given the product [CH2:1]([S:4][C:5]1[N:13]=[C:12]2[C:8]([N:9]=[CH:10][N:11]2[C@@H:14]2[O:26][C@H:25]([CH2:27][OH:28])[C@@H:20]([OH:21])[C@H:15]2[OH:16])=[C:7]([NH:40][CH2:33][C:34]2[CH:39]=[CH:38][CH:37]=[CH:36][CH:35]=2)[N:6]=1)[CH2:2][CH3:3], predict the reactants needed to synthesize it. The reactants are: [CH2:1]([S:4][C:5]1[N:13]=[C:12]2[C:8]([N:9]=[CH:10][N:11]2[C@@H:14]2[O:26][C@H:25]([CH2:27][O:28]C(=O)C)[C@@H:20]([O:21]C(=O)C)[C@H:15]2[O:16]C(=O)C)=[C:7](Cl)[N:6]=1)[CH2:2][CH3:3].[CH2:33]([NH2:40])[C:34]1[CH:39]=[CH:38][CH:37]=[CH:36][CH:35]=1. (2) Given the product [C:34]([NH:2][C@H:3]1[CH2:8][CH2:7][C@H:6]([NH:9][C:10]([C:12]2[C:16]3=[N:17][CH:18]=[CH:19][C:20]([C:21]4[CH:26]=[C:25]([CH3:27])[CH:24]=[CH:23][C:22]=4[O:28][CH2:29][CH:30]4[CH2:31][CH2:32]4)=[C:15]3[NH:14][C:13]=2[CH3:33])=[O:11])[CH2:5][CH2:4]1)(=[O:36])[CH3:35], predict the reactants needed to synthesize it. The reactants are: Cl.[NH2:2][C@H:3]1[CH2:8][CH2:7][C@H:6]([NH:9][C:10]([C:12]2[C:16]3=[N:17][CH:18]=[CH:19][C:20]([C:21]4[CH:26]=[C:25]([CH3:27])[CH:24]=[CH:23][C:22]=4[O:28][CH2:29][CH:30]4[CH2:32][CH2:31]4)=[C:15]3[NH:14][C:13]=2[CH3:33])=[O:11])[CH2:5][CH2:4]1.[C:34](Cl)(=[O:36])[CH3:35]. (3) Given the product [CH3:2][C:3]1[C:4]([C:19]([F:20])([F:22])[F:21])=[CH:5][C:6]2[NH:10][C:9](=[O:11])[N:8]([CH:12]3[CH2:13][CH2:14][N:15]([CH:26]4[CH2:27][CH2:28][O:23][CH2:24][CH2:25]4)[CH2:16][CH2:17]3)[C:7]=2[CH:18]=1, predict the reactants needed to synthesize it. The reactants are: Cl.[CH3:2][C:3]1[C:4]([C:19]([F:22])([F:21])[F:20])=[CH:5][C:6]2[NH:10][C:9](=[O:11])[N:8]([CH:12]3[CH2:17][CH2:16][NH:15][CH2:14][CH2:13]3)[C:7]=2[CH:18]=1.[O:23]1[CH2:28][CH2:27][C:26](=O)[CH2:25][CH2:24]1.C(O[BH-](OC(=O)C)OC(=O)C)(=O)C.[Na+]. (4) Given the product [C:89]([C:77]1[C:76]([O:93][CH3:94])=[C:75]([C:70]2[CH:71]=[C:72]3[C:67](=[CH:68][CH:69]=2)[CH:66]=[C:65]([NH:100][S:97]([CH3:96])(=[O:99])=[O:98])[CH:74]=[CH:73]3)[CH:80]=[C:79]([N:81]2[CH:86]=[CH:85][C:84](=[O:87])[NH:83][C:82]2=[O:88])[CH:78]=1)([CH3:91])([CH3:90])[CH3:92], predict the reactants needed to synthesize it. The reactants are: C(P(C(C)(C)C)C1C(OC)=CC=C(OC)C=1C1C(C(C)C)=CC(C(C)C)=CC=1C(C)C)(C)(C)C.[O-]P([O-])([O-])=O.[K+].[K+].[K+].C(O)(CC)(C)C.FC(F)(S(O[C:65]1[CH:74]=[CH:73][C:72]2[C:67](=[CH:68][CH:69]=[C:70]([C:75]3[CH:80]=[C:79]([N:81]4[CH:86]=[CH:85][C:84](=[O:87])[NH:83][C:82]4=[O:88])[CH:78]=[C:77]([C:89]([CH3:92])([CH3:91])[CH3:90])[C:76]=3[O:93][CH3:94])[CH:71]=2)[CH:66]=1)(=O)=O)C(F)(F)C(F)(F)C(F)(F)F.[CH3:96][S:97]([NH2:100])(=[O:99])=[O:98]. (5) Given the product [CH3:15][C:16]1([CH3:40])[CH2:25][CH2:24][C:23]2[N:22]=[CH:21][N:20]=[C:19]([N:26]3[CH2:32][C:31]4[CH:33]=[C:34]([C:2]5[CH:3]=[C:4]([NH:10][S:11]([CH3:14])(=[O:13])=[O:12])[C:5]([NH:8][CH3:9])=[N:6][CH:7]=5)[CH:35]=[CH:36][C:30]=4[O:29][CH2:28][CH2:27]3)[C:18]=2[CH2:17]1, predict the reactants needed to synthesize it. The reactants are: Br[C:2]1[CH:3]=[C:4]([NH:10][S:11]([CH3:14])(=[O:13])=[O:12])[C:5]([NH:8][CH3:9])=[N:6][CH:7]=1.[CH3:15][C:16]1([CH3:40])[CH2:25][CH2:24][C:23]2[N:22]=[CH:21][N:20]=[C:19]([N:26]3[CH2:32][C:31]4[CH:33]=[C:34](B(O)O)[CH:35]=[CH:36][C:30]=4[O:29][CH2:28][CH2:27]3)[C:18]=2[CH2:17]1.